From a dataset of Reaction yield outcomes from USPTO patents with 853,638 reactions. Predict the reaction yield, written as a fraction of the theoretical maximum amount of product (1.0 means a 100% yield; for example, 0.34 means a 34% yield). The reactants are [F:1][C:2]1[C:10]([C:11]([OH:13])=[O:12])=[CH:9][CH:8]=[CH:7][C:3]=1[C:4]([OH:6])=O.S(=O)(=O)(O)O.[C:19](=O)(O)[O-].[Na+].[CH3:24][OH:25]. No catalyst specified. The product is [CH3:24][O:25][C:4](=[O:6])[C:3]1[CH:7]=[CH:8][CH:9]=[C:10]([C:11]([O:13][CH3:19])=[O:12])[C:2]=1[F:1]. The yield is 0.950.